Dataset: Retrosynthesis with 50K atom-mapped reactions and 10 reaction types from USPTO. Task: Predict the reactants needed to synthesize the given product. (1) Given the product CC(=O)Nc1cc(F)c(-c2nc(C(=O)Nc3cnccc3[C@H]3C[C@@H](NC(=O)OC(C)(C)C)[C@](C)(O)[C@@H](C)O3)ccc2F)c(F)c1, predict the reactants needed to synthesize it. The reactants are: CC(=O)Nc1cc(F)c(B2OC(C)(C)C(C)(C)O2)c(F)c1.C[C@H]1O[C@@H](c2ccncc2NC(=O)c2ccc(F)c(Br)n2)C[C@@H](NC(=O)OC(C)(C)C)[C@]1(C)O. (2) Given the product CC(C)(C)OC(=O)N[C@@H](Cc1ccccc1)C(=O)N1CCN(C(c2ccc(F)cc2)c2ccc(F)cc2)CC1, predict the reactants needed to synthesize it. The reactants are: CC(C)(C)OC(=O)N[C@@H](Cc1ccccc1)C(=O)O.Fc1ccc(C(c2ccc(F)cc2)N2CCNCC2)cc1. (3) Given the product CS(=O)(=O)c1ccc2nc(-c3cccc(C(F)(F)F)c3)c(CN3CCC(=O)CC3)c(C(=O)O)c2c1, predict the reactants needed to synthesize it. The reactants are: COC(=O)c1c(CN2CCC(=O)CC2)c(-c2cccc(C(F)(F)F)c2)nc2ccc(S(C)(=O)=O)cc12.